From a dataset of Peptide-MHC class I binding affinity with 185,985 pairs from IEDB/IMGT. Regression. Given a peptide amino acid sequence and an MHC pseudo amino acid sequence, predict their binding affinity value. This is MHC class I binding data. (1) The binding affinity (normalized) is 0.0847. The MHC is HLA-A26:01 with pseudo-sequence HLA-A26:01. The peptide sequence is IVAWTRTAT. (2) The peptide sequence is QPYLQLQPF. The MHC is HLA-B07:02 with pseudo-sequence HLA-B07:02. The binding affinity (normalized) is 0.538.